Dataset: NCI-60 drug combinations with 297,098 pairs across 59 cell lines. Task: Regression. Given two drug SMILES strings and cell line genomic features, predict the synergy score measuring deviation from expected non-interaction effect. (1) Drug 1: C1=NC2=C(N=C(N=C2N1C3C(C(C(O3)CO)O)F)Cl)N. Drug 2: C1=CC=C(C=C1)NC(=O)CCCCCCC(=O)NO. Cell line: NCI-H522. Synergy scores: CSS=25.4, Synergy_ZIP=-8.11, Synergy_Bliss=1.92, Synergy_Loewe=1.18, Synergy_HSA=2.24. (2) Drug 1: CC12CCC3C(C1CCC2=O)CC(=C)C4=CC(=O)C=CC34C. Drug 2: C(CCl)NC(=O)N(CCCl)N=O. Cell line: SF-295. Synergy scores: CSS=41.3, Synergy_ZIP=-0.324, Synergy_Bliss=1.14, Synergy_Loewe=-4.64, Synergy_HSA=1.69. (3) Drug 1: CN1CCC(CC1)COC2=C(C=C3C(=C2)N=CN=C3NC4=C(C=C(C=C4)Br)F)OC. Drug 2: CCC1=C2CN3C(=CC4=C(C3=O)COC(=O)C4(CC)O)C2=NC5=C1C=C(C=C5)O. Cell line: BT-549. Synergy scores: CSS=23.3, Synergy_ZIP=2.54, Synergy_Bliss=4.60, Synergy_Loewe=-21.3, Synergy_HSA=2.07. (4) Drug 1: CC1=C(C(CCC1)(C)C)C=CC(=CC=CC(=CC(=O)O)C)C. Drug 2: CC1=C(C=C(C=C1)C(=O)NC2=CC(=CC(=C2)C(F)(F)F)N3C=C(N=C3)C)NC4=NC=CC(=N4)C5=CN=CC=C5. Cell line: DU-145. Synergy scores: CSS=1.19, Synergy_ZIP=-1.50, Synergy_Bliss=-3.31, Synergy_Loewe=-0.212, Synergy_HSA=-2.09. (5) Drug 1: C(CC(=O)O)C(=O)CN.Cl. Drug 2: C1C(C(OC1N2C=NC(=NC2=O)N)CO)O. Cell line: MDA-MB-231. Synergy scores: CSS=2.85, Synergy_ZIP=-2.20, Synergy_Bliss=-1.16, Synergy_Loewe=-6.28, Synergy_HSA=-4.48.